The task is: Predict which catalyst facilitates the given reaction.. This data is from Catalyst prediction with 721,799 reactions and 888 catalyst types from USPTO. (1) Reactant: [F:1][CH2:2][CH:3]([OH:6])[CH2:4][F:5].[Li+].C[Si]([N-][Si](C)(C)C)(C)C.F[C:18]1[CH:23]=[C:22]([F:24])[CH:21]=[CH:20][C:19]=1[N+:25]([O-:27])=[O:26]. Product: [F:1][CH2:2][CH:3]([O:6][C:18]1[CH:23]=[C:22]([F:24])[CH:21]=[CH:20][C:19]=1[N+:25]([O-:27])=[O:26])[CH2:4][F:5]. The catalyst class is: 1. (2) Reactant: [CH:1]1[CH:2]=[CH:3][C:4]([OH:19])=[C:5]([C:7]([O:9][C:10]2[CH:11]=[CH:12][CH:13]=[CH:14][C:15]=2[C:16]([OH:18])=[O:17])=[O:8])[CH:6]=1.[C:20](OC(=O)C)(=[O:22])[CH3:21]. Product: [C:20]([O:19][C:4]1[CH:3]=[CH:2][CH:1]=[CH:6][C:5]=1[C:7]([O:9][C:10]1[CH:11]=[CH:12][CH:13]=[CH:14][C:15]=1[C:16]([OH:18])=[O:17])=[O:8])(=[O:22])[CH3:21]. The catalyst class is: 82. (3) Reactant: Cl.[C:2]([C:4]1[N:5]=[CH:6][C:7]([NH:10][C:11]([NH:13][C:14]2[CH:19]=[C:18]([CH3:20])[CH:17]=[CH:16][C:15]=2[O:21][CH2:22][CH:23]2[O:28][CH2:27][CH2:26][NH:25][CH2:24]2)=[O:12])=[N:8][CH:9]=1)#[N:3].C=O.[C:31](O[BH-](OC(=O)C)OC(=O)C)(=O)C.[Na+]. Product: [C:2]([C:4]1[N:5]=[CH:6][C:7]([NH:10][C:11]([NH:13][C:14]2[CH:19]=[C:18]([CH3:20])[CH:17]=[CH:16][C:15]=2[O:21][CH2:22][CH:23]2[O:28][CH2:27][CH2:26][N:25]([CH3:31])[CH2:24]2)=[O:12])=[N:8][CH:9]=1)#[N:3]. The catalyst class is: 5. (4) Reactant: [CH3:1][O:2][C:3](=[O:12])[C:4]1[CH:9]=[CH:8][C:7](Br)=[C:6]([CH3:11])[CH:5]=1.[C:13]1(B(O)O)[CH:18]=[CH:17][CH:16]=[CH:15][CH:14]=1.C([O-])([O-])=O.[Na+].[Na+]. Product: [CH3:1][O:2][C:3]([C:4]1[CH:9]=[CH:8][C:7]([C:13]2[CH:18]=[CH:17][CH:16]=[CH:15][CH:14]=2)=[C:6]([CH3:11])[CH:5]=1)=[O:12]. The catalyst class is: 259. (5) Reactant: [NH2:1][C:2]1[C:3]([C:24]#[N:25])=[N:4][C:5]([C:10]2[CH:15]=[CH:14][C:13]([O:16][CH2:17][CH2:18][OH:19])=[C:12]([C:20]([F:23])([F:22])[F:21])[CH:11]=2)=[CH:6][C:7]=1[NH:8][CH3:9].Cl.[N:27]([O-])=O.[Na+]. Product: [OH:19][CH2:18][CH2:17][O:16][C:13]1[CH:14]=[CH:15][C:10]([C:5]2[N:4]=[C:3]([C:24]#[N:25])[C:2]3[N:1]=[N:27][N:8]([CH3:9])[C:7]=3[CH:6]=2)=[CH:11][C:12]=1[C:20]([F:23])([F:21])[F:22]. The catalyst class is: 38. (6) Reactant: [H-].[Na+].[CH2:3]([CH:5]([N:8]1[C:16](=[O:17])[NH:15][C:14]2[C:13]([CH3:18])=[N:12][C:11]3=[C:19]([C:23]4[C:28]([CH3:29])=[CH:27][C:26]([CH3:30])=[CH:25][C:24]=4[CH3:31])[C:20]([CH3:22])=[N:21][N:10]3[C:9]1=2)[CH2:6][CH3:7])[CH3:4].[CH2:32](Br)[C:33]1[CH:38]=[CH:37][CH:36]=[CH:35][CH:34]=1.O. Product: [CH2:32]([N:15]1[C:14]2[C:13]([CH3:18])=[N:12][C:11]3=[C:19]([C:23]4[C:24]([CH3:31])=[CH:25][C:26]([CH3:30])=[CH:27][C:28]=4[CH3:29])[C:20]([CH3:22])=[N:21][N:10]3[C:9]=2[N:8]([CH:5]([CH2:6][CH3:7])[CH2:3][CH3:4])[C:16]1=[O:17])[C:33]1[CH:38]=[CH:37][CH:36]=[CH:35][CH:34]=1. The catalyst class is: 9.